This data is from Reaction yield outcomes from USPTO patents with 853,638 reactions. The task is: Predict the reaction yield, written as a fraction of the theoretical maximum amount of product (1.0 means a 100% yield; for example, 0.34 means a 34% yield). (1) The reactants are [OH-].[Na+].Cl[C:4]1[C:12]2OCC[C:8]=2[CH:7]=[CH:6][C:5]=1[C:13]([C@H:15]1[CH2:17][C@@H:16]1[C:18]([O:20]C)=[O:19])=[O:14].[ClH:22].[O:23]1CCO[CH2:25][CH2:24]1. The yield is 0.540. The product is [Cl:22][C:7]1[C:8]2[O:23][CH2:24][CH2:25][C:12]=2[CH:4]=[C:5]([C:13]([C@H:15]2[CH2:17][C@@H:16]2[C:18]([OH:20])=[O:19])=[O:14])[CH:6]=1. No catalyst specified. (2) The reactants are [Cl:1][C:2]1[CH:35]=[CH:34][C:5]([CH2:6][O:7][NH:8][C:9]([C:11]2[CH:33]=[CH:32][C:14]([O:15][C:16]3[CH:25]=[C:24]4[C:19]([CH:20]([C:26]([O:28]C)=[O:27])[CH2:21][CH2:22][O:23]4)=[CH:18][C:17]=3[C:30]#[N:31])=[CH:13][CH:12]=2)=[O:10])=[CH:4][CH:3]=1.[OH-].[Na+].O.CO. The catalyst is C1COCC1.Cl.C(OCC)(=O)C. The product is [Cl:1][C:2]1[CH:3]=[CH:4][C:5]([CH2:6][O:7][NH:8][C:9]([C:11]2[CH:33]=[CH:32][C:14]([O:15][C:16]3[CH:25]=[C:24]4[C:19]([CH:20]([C:26]([OH:28])=[O:27])[CH2:21][CH2:22][O:23]4)=[CH:18][C:17]=3[C:30]#[N:31])=[CH:13][CH:12]=2)=[O:10])=[CH:34][CH:35]=1. The yield is 0.823. (3) The reactants are [CH2:1]([N:3]1[C:11]2[C:6](=[CH:7][CH:8]=[C:9]([N+:12]([O-])=O)[CH:10]=2)[CH:5]=[CH:4]1)[CH3:2].[CH2:15]([O:17][C:18]([CH:20]1[CH2:25][CH2:24][N:23]([C:26]2[CH:31]=[CH:30][C:29]([C:32](O)=[O:33])=[CH:28][CH:27]=2)[CH2:22][CH2:21]1)=[O:19])[CH3:16].CCN=C=NCCCN(C)C.CCOC(C)=O. The catalyst is CCO.[Pd]. The product is [CH2:15]([O:17][C:18]([CH:20]1[CH2:21][CH2:22][N:23]([C:26]2[CH:27]=[CH:28][C:29]([C:32](=[O:33])[NH:12][C:9]3[CH:10]=[C:11]4[C:6]([CH:5]=[CH:4][N:3]4[CH2:1][CH3:2])=[CH:7][CH:8]=3)=[CH:30][CH:31]=2)[CH2:24][CH2:25]1)=[O:19])[CH3:16]. The yield is 0.340.